Dataset: Forward reaction prediction with 1.9M reactions from USPTO patents (1976-2016). Task: Predict the product of the given reaction. (1) The product is: [F:1][C:2]1[CH:3]=[CH:4][C:5]([CH2:6][CH:7]2[CH2:12][CH:11]([C:13]([OH:15])=[O:14])[CH2:10][CH2:9][N:8]2[C:17]([O:19][CH3:20])=[O:18])=[CH:21][CH:22]=1. Given the reactants [F:1][C:2]1[CH:22]=[CH:21][C:5]([CH2:6][CH:7]2[CH2:12][CH:11]([C:13]([O:15]C)=[O:14])[CH2:10][CH2:9][N:8]2[C:17]([O:19][CH3:20])=[O:18])=[CH:4][CH:3]=1.[Br-].[Li+].C(N(CC)CC)C.CC(OC)(C)C, predict the reaction product. (2) Given the reactants [CH3:1][O:2][C:3]1[CH:11]=[CH:10][CH:9]=[CH:8][C:4]=1[CH2:5][Mg]Br.[CH2:12]([N:19]1[CH2:24][CH2:23][O:22][CH:21]([C:25]([C:27]2[CH:32]=[CH:31][CH:30]=[C:29]([F:33])[CH:28]=2)=[O:26])[CH2:20]1)[C:13]1[CH:18]=[CH:17][CH:16]=[CH:15][CH:14]=1.C([O-])(O)=O.[Na+], predict the reaction product. The product is: [CH2:12]([N:19]1[CH2:24][CH2:23][O:22][CH:21]([C:25]([C:27]2[CH:32]=[CH:31][CH:30]=[C:29]([F:33])[CH:28]=2)([OH:26])[CH2:5][C:4]2[CH:8]=[CH:9][CH:10]=[CH:11][C:3]=2[O:2][CH3:1])[CH2:20]1)[C:13]1[CH:14]=[CH:15][CH:16]=[CH:17][CH:18]=1. (3) The product is: [Br:39][C:40]1[C:41]([CH:11]=[O:16])=[CH:42][C:43]([O:46][CH2:47][CH2:48][CH2:49][CH2:50][CH:51]2[CH2:52][CH2:53][N:54]([CH3:57])[CH2:55][CH2:56]2)=[N:44][CH:45]=1. Given the reactants FC1C=CC2NC(C3C(C)=CN=[C:11]([O:16]CCCCC4CCN(C)CC4)C=3)=NC=2C=1C.[Li+].CC([N-]C(C)C)C.[Br:39][C:40]1[CH:41]=[CH:42][C:43]([O:46][CH2:47][CH2:48][CH2:49][CH2:50][CH:51]2[CH2:56][CH2:55][N:54]([CH3:57])[CH2:53][CH2:52]2)=[N:44][CH:45]=1.CN(C=O)C, predict the reaction product. (4) The product is: [CH3:12][N:13]1[CH2:14][CH2:15][N:16]([C:19]2[CH:20]=[C:21]([NH:25][C:9]([C:7]3[O:8][C:4]([N+:1]([O-:3])=[O:2])=[CH:5][CH:6]=3)=[O:10])[CH:22]=[CH:23][CH:24]=2)[CH2:17][CH2:18]1. Given the reactants [N+:1]([C:4]1[O:8][C:7]([C:9](Cl)=[O:10])=[CH:6][CH:5]=1)([O-:3])=[O:2].[CH3:12][N:13]1[CH2:18][CH2:17][N:16]([C:19]2[CH:20]=[C:21]([NH2:25])[CH:22]=[CH:23][CH:24]=2)[CH2:15][CH2:14]1.CCN(CC)CC, predict the reaction product. (5) Given the reactants [F:1][C:2]1[CH:3]=[C:4]([C:10]2[C:11](=[O:19])[N:12]([CH3:18])[C:13]([S:16][CH3:17])=[N:14][CH:15]=2)[CH:5]=[CH:6][C:7]=1[O:8]C.Br.C([O-])(O)=O.[Na+].[OH-].[Na+], predict the reaction product. The product is: [F:1][C:2]1[CH:3]=[C:4]([C:10]2[C:11](=[O:19])[N:12]([CH3:18])[C:13]([S:16][CH3:17])=[N:14][CH:15]=2)[CH:5]=[CH:6][C:7]=1[OH:8]. (6) Given the reactants [CH3:1][C:2]1[CH:7]=[CH:6][C:5]([C:8]2[CH:13]=[C:12]([S:14]([CH3:17])(=[O:16])=[O:15])[CH:11]=[C:10]([C:18]([O:20]C)=[O:19])[CH:9]=2)=[CH:4][CH:3]=1.[OH-].[Na+], predict the reaction product. The product is: [CH3:1][C:2]1[CH:7]=[CH:6][C:5]([C:8]2[CH:13]=[C:12]([S:14]([CH3:17])(=[O:15])=[O:16])[CH:11]=[C:10]([C:18]([OH:20])=[O:19])[CH:9]=2)=[CH:4][CH:3]=1. (7) Given the reactants Cl[C:2]1[N:7]=[C:6]([C:8]2[CH:9]=[C:10]([NH:14][C:15](=[O:18])[CH:16]=[CH2:17])[CH:11]=[CH:12][CH:13]=2)[C:5]([Cl:19])=[CH:4][N:3]=1.[O:20]1[CH2:25][CH2:24][N:23]([C:26]2[CH:27]=[C:28]([CH:30]=[CH:31][CH:32]=2)[NH2:29])[CH2:22][CH2:21]1.C(=O)([O-])[O-].[K+].[K+].C1(P(C2C=CC=CC=2)C2C3OC4C(=CC=CC=4P(C4C=CC=CC=4)C4C=CC=CC=4)C(C)(C)C=3C=CC=2)C=CC=CC=1, predict the reaction product. The product is: [Cl:19][C:5]1[C:6]([C:8]2[CH:9]=[C:10]([NH:14][C:15](=[O:18])[CH:16]=[CH2:17])[CH:11]=[CH:12][CH:13]=2)=[N:7][C:2]([NH:29][C:28]2[CH:30]=[CH:31][CH:32]=[C:26]([N:23]3[CH2:24][CH2:25][O:20][CH2:21][CH2:22]3)[CH:27]=2)=[N:3][CH:4]=1.